Dataset: Full USPTO retrosynthesis dataset with 1.9M reactions from patents (1976-2016). Task: Predict the reactants needed to synthesize the given product. (1) Given the product [C:13]1([C:10]2[CH:11]=[CH:12][C:7]3[N:8]([C:4]([NH2:1])=[CH:5][N:6]=3)[N:9]=2)[CH:14]=[CH:15][CH:16]=[CH:17][CH:18]=1, predict the reactants needed to synthesize it. The reactants are: [N+:1]([C:4]1[N:8]2[N:9]=[C:10]([C:13]3[CH:18]=[CH:17][CH:16]=[CH:15][CH:14]=3)[CH:11]=[CH:12][C:7]2=[N:6][CH:5]=1)([O-])=O. (2) Given the product [Cl:1][C:2]1[N:7]=[C:6]([N:8]2[CH2:13][CH2:12][CH2:11][C@@H:10]([NH:14][CH2:21][CH:18]3[CH2:20][CH2:19]3)[CH2:9]2)[CH:5]=[C:4]([CH2:15][CH2:16][CH3:17])[N:3]=1, predict the reactants needed to synthesize it. The reactants are: [Cl:1][C:2]1[N:7]=[C:6]([N:8]2[CH2:13][CH2:12][CH2:11][C@@H:10]([NH2:14])[CH2:9]2)[CH:5]=[C:4]([CH2:15][CH2:16][CH3:17])[N:3]=1.[CH:18]1([CH:21]=O)[CH2:20][CH2:19]1.C(O[BH-](OC(=O)C)OC(=O)C)(=O)C.[Na+].C(=O)(O)[O-].[Na+]. (3) Given the product [Cl:1][C:2]1[CH:23]=[CH:22][C:21]([C:35]2[C:34]([F:33])=[CH:39][CH:38]=[CH:37][N:36]=2)=[CH:20][C:3]=1[C:4]([NH:6][C:7]1[N:11]([C:12]2[CH:13]=[CH:14][CH:15]=[CH:16][CH:17]=2)[N:10]=[C:9]([C:18]#[N:19])[CH:8]=1)=[O:5], predict the reactants needed to synthesize it. The reactants are: [Cl:1][C:2]1[CH:23]=[CH:22][C:21](B2OC(C)(C)C(C)(C)O2)=[CH:20][C:3]=1[C:4]([NH:6][C:7]1[N:11]([C:12]2[CH:17]=[CH:16][CH:15]=[CH:14][CH:13]=2)[N:10]=[C:9]([C:18]#[N:19])[CH:8]=1)=[O:5].[F:33][C:34]1[C:35](I)=[N:36][CH:37]=[CH:38][CH:39]=1.C([O-])([O-])=O.[K+].[K+].O. (4) Given the product [F:1][C:2]([F:7])([F:6])[C:3]([OH:5])=[O:4].[C:10]([N:43]1[CH2:44][CH2:45][CH:40]([C:38]([NH:37][C:29]2[CH:30]=[CH:31][C:32]3[NH:33][C:34]4[N:35]=[C:19]([NH:20][C:21]5[CH:22]=[CH:23][CH:24]=[C:25]([CH:46]=5)[CH2:26][CH2:27][C:28]=2[CH:36]=3)[N:18]=[CH:17][C:16]=4[Cl:15])=[O:39])[CH2:41][CH2:42]1)(=[O:11])[CH3:9], predict the reactants needed to synthesize it. The reactants are: [F:1][C:2]([F:7])([F:6])[C:3]([OH:5])=[O:4].F[C:9](F)(F)[C:10](O)=[O:11].[Cl:15][C:16]1[CH:17]=[N:18][C:19]2[NH:20][C:21]3[CH:22]=[CH:23][CH:24]=[C:25]([CH:46]=3)[CH2:26][CH2:27][C:28]3[CH:36]=[C:32]([NH:33][C:34]=1[N:35]=2)[CH:31]=[CH:30][C:29]=3[NH:37][C:38]([CH:40]1[CH2:45][CH2:44][NH:43][CH2:42][CH2:41]1)=[O:39].C(Cl)(=O)C.